This data is from Reaction yield outcomes from USPTO patents with 853,638 reactions. The task is: Predict the reaction yield, written as a fraction of the theoretical maximum amount of product (1.0 means a 100% yield; for example, 0.34 means a 34% yield). (1) The reactants are [CH3:1][NH:2][CH2:3][CH2:4][CH:5]1[CH2:10][CH2:9][N:8]([C:11]2[C:20]3[C:15](=[CH:16][CH:17]=[C:18]([O:21][CH3:22])[N:19]=3)[N:14]=[CH:13][CH:12]=2)[CH2:7][CH2:6]1.C1C=CC2N(O)N=NC=2C=1.C(Cl)CCl.C(N(C(C)C)CC)(C)C.[O:46]=[C:47]1[CH2:52][S:51][C:50]2[CH:53]=[CH:54][C:55]([C:57](O)=[O:58])=[N:56][C:49]=2[NH:48]1. The catalyst is CN(C=O)C. The product is [CH3:1][N:2]([CH2:3][CH2:4][CH:5]1[CH2:6][CH2:7][N:8]([C:11]2[C:20]3[C:15](=[CH:16][CH:17]=[C:18]([O:21][CH3:22])[N:19]=3)[N:14]=[CH:13][CH:12]=2)[CH2:9][CH2:10]1)[C:57]([C:55]1[CH:54]=[CH:53][C:50]2[S:51][CH2:52][C:47](=[O:46])[NH:48][C:49]=2[N:56]=1)=[O:58]. The yield is 0.550. (2) The reactants are [F:1][C:2]1[CH:7]=[CH:6][C:5]([CH:8](O)[C:9]2[CH:23]=[CH:22][C:12]([C:13]([N:15]([CH:19]([CH3:21])[CH3:20])[CH:16]([CH3:18])[CH3:17])=[O:14])=[CH:11][CH:10]=2)=[CH:4][C:3]=1[O:25][CH3:26].CCN(CC)CC.C([N:41]1[CH2:46][CH2:45][NH:44][CH2:43][CH2:42]1)(OC(C)(C)C)=O.C(O)(C(F)(F)F)=O. The catalyst is C(Cl)Cl.CC#N. The product is [F:1][C:2]1[CH:7]=[CH:6][C:5]([CH:8]([N:41]2[CH2:46][CH2:45][NH:44][CH2:43][CH2:42]2)[C:9]2[CH:23]=[CH:22][C:12]([C:13]([N:15]([CH:19]([CH3:21])[CH3:20])[CH:16]([CH3:18])[CH3:17])=[O:14])=[CH:11][CH:10]=2)=[CH:4][C:3]=1[O:25][CH3:26]. The yield is 0.810. (3) The reactants are [CH:1]1([N:4]2[C:8]3[C:9]([O:22][C@@H:23]([C@H:25]4[CH2:29][NH:28][C:27](=[O:30])[CH2:26]4)[CH3:24])=[CH:10][C:11](B4OC(C)(C)C(C)(C)O4)=[CH:12][C:7]=3[N:6]=[CH:5]2)[CH2:3][CH2:2]1.Br[C:32]1[N:33]=[C:34]([CH3:38])[N:35]([CH3:37])[CH:36]=1.C([O-])([O-])=O.[Na+].[Na+].N#N. The catalyst is C1C=CC([P]([Pd]([P](C2C=CC=CC=2)(C2C=CC=CC=2)C2C=CC=CC=2)([P](C2C=CC=CC=2)(C2C=CC=CC=2)C2C=CC=CC=2)[P](C2C=CC=CC=2)(C2C=CC=CC=2)C2C=CC=CC=2)(C2C=CC=CC=2)C2C=CC=CC=2)=CC=1.C(Cl)Cl.COCCOC. The product is [CH:1]1([N:4]2[C:8]3[C:9]([O:22][C@@H:23]([C@H:25]4[CH2:29][NH:28][C:27](=[O:30])[CH2:26]4)[CH3:24])=[CH:10][C:11]([C:32]4[N:33]=[C:34]([CH3:38])[N:35]([CH3:37])[CH:36]=4)=[CH:12][C:7]=3[N:6]=[CH:5]2)[CH2:3][CH2:2]1. The yield is 0.178. (4) The reactants are BrC[CH2:3][CH2:4][C@:5]1([C:17]([O:19][CH3:20])=[O:18])[CH2:9][CH2:8][CH2:7][N:6]1[C:10](OC(C)(C)C)=O.Cl. The catalyst is C(OCC)(=O)C. The product is [C:5]12([C:17]([O:19][CH3:20])=[O:18])[CH2:4][CH2:3][CH2:10][N:6]1[CH2:7][CH2:8][CH2:9]2. The yield is 0.398. (5) The reactants are [NH2:1][C:2]1[C:7]([CH2:8][OH:9])=[C:6]([CH:10]2[CH2:15][CH2:14][CH2:13][N:12]([C:16]([O:18][C:19]([CH3:22])([CH3:21])[CH3:20])=[O:17])[CH2:11]2)[CH:5]=[C:4]([C:23]2[CH:28]=[CH:27][CH:26]=[CH:25][C:24]=2[O:29][CH2:30][C:31]2[CH:36]=[CH:35][CH:34]=[CH:33][CH:32]=2)[N:3]=1. The catalyst is C(Cl)Cl.[O-2].[Mn+4].[O-2]. The product is [NH2:1][C:2]1[C:7]([CH:8]=[O:9])=[C:6]([CH:10]2[CH2:15][CH2:14][CH2:13][N:12]([C:16]([O:18][C:19]([CH3:22])([CH3:21])[CH3:20])=[O:17])[CH2:11]2)[CH:5]=[C:4]([C:23]2[CH:28]=[CH:27][CH:26]=[CH:25][C:24]=2[O:29][CH2:30][C:31]2[CH:32]=[CH:33][CH:34]=[CH:35][CH:36]=2)[N:3]=1. The yield is 0.730. (6) The reactants are Cl[C:2]1[N:7]=[CH:6][N:5]=[C:4]([N:8]2[CH2:13][CH2:12][N:11]([C:14]([O:16][C:17]([CH3:20])([CH3:19])[CH3:18])=[O:15])[CH2:10][CH2:9]2)[CH:3]=1.[F:21][C:22]1[C:27]([F:28])=[CH:26][CH:25]=[CH:24][C:23]=1OB(O)O.C(=O)([O-])[O-].[Na+].[Na+].C1(C)C=CC=CC=1. The catalyst is O. The product is [F:21][C:22]1[C:27]([F:28])=[CH:26][CH:25]=[CH:24][C:23]=1[C:2]1[N:7]=[CH:6][N:5]=[C:4]([N:8]2[CH2:13][CH2:12][N:11]([C:14]([O:16][C:17]([CH3:20])([CH3:19])[CH3:18])=[O:15])[CH2:10][CH2:9]2)[CH:3]=1. The yield is 0.190. (7) The reactants are [H-].[H-].[H-].[H-].[Li+].[Al+3].[F:7][C:8]([F:21])([F:20])[C:9]1[CH:10]=[C:11]([CH:15]=[CH:16][C:17](=[O:19])[CH3:18])[CH:12]=[CH:13][CH:14]=1. The catalyst is C1COCC1. The product is [F:7][C:8]([F:20])([F:21])[C:9]1[CH:10]=[C:11]([CH2:15][CH2:16][CH:17]([OH:19])[CH3:18])[CH:12]=[CH:13][CH:14]=1. The yield is 0.890. (8) The reactants are N(C(OC(C)C)=O)=NC(OC(C)C)=O.C1(P(C2C=CC=CC=2)C2C=CC=CC=2)C=CC=CC=1.[CH2:34]([O:41][C:42]1[CH:51]=[CH:50][C:45]([C:46]([O:48][CH3:49])=[O:47])=[CH:44][C:43]=1[OH:52])[C:35]1[CH:40]=[CH:39][CH:38]=[CH:37][CH:36]=1.[F:53][C:54]([F:59])([F:58])[CH2:55][CH2:56]O. The catalyst is O1CCCC1. The product is [CH2:34]([O:41][C:42]1[CH:51]=[CH:50][C:45]([C:46]([O:48][CH3:49])=[O:47])=[CH:44][C:43]=1[O:52][CH2:56][CH2:55][C:54]([F:59])([F:58])[F:53])[C:35]1[CH:36]=[CH:37][CH:38]=[CH:39][CH:40]=1. The yield is 0.330.